The task is: Predict the reaction yield, written as a fraction of the theoretical maximum amount of product (1.0 means a 100% yield; for example, 0.34 means a 34% yield).. This data is from Reaction yield outcomes from USPTO patents with 853,638 reactions. (1) The reactants are [C:1]([Br:5])(Br)(Br)[Br:2].C1C=CC(P(C2C=CC=CC=2)C2C=CC=CC=2)=CC=1.[C:25]([O:29][C:30]([N:32]1[CH2:37][CH2:36][CH2:35][CH:34]([CH:38]=O)[CH2:33]1)=[O:31])([CH3:28])([CH3:27])[CH3:26]. The catalyst is C(Cl)Cl. The product is [C:25]([O:29][C:30]([N:32]1[CH2:37][CH2:36][CH2:35][CH:34]([CH:38]=[C:1]([Br:5])[Br:2])[CH2:33]1)=[O:31])([CH3:28])([CH3:26])[CH3:27]. The yield is 0.0900. (2) The reactants are [C:1]([O:5][C:6]([N:8]1[CH2:12][CH2:11][CH2:10][CH:9]1C1NC(C2C=CC(C3C4C(=C(B5OC(C)(C)C(C)(C)O5)C=CC=4)C=CC=3)=CC=2)=CN=1)=[O:7])([CH3:4])([CH3:3])[CH3:2].C(OC(N1CCCC1C1NC(Br)=CN=1)=O)(C)(C)C.C([O-])([O-])=O.[K+].[K+]. The catalyst is COCCOC.C1C=CC([P]([Pd]([P](C2C=CC=CC=2)(C2C=CC=CC=2)C2C=CC=CC=2)([P](C2C=CC=CC=2)(C2C=CC=CC=2)C2C=CC=CC=2)[P](C2C=CC=CC=2)(C2C=CC=CC=2)C2C=CC=CC=2)(C2C=CC=CC=2)C2C=CC=CC=2)=CC=1. The product is [C:1]([O:5][C:6]([N:8]1[CH2:12][CH2:11][CH2:10][CH2:9]1)=[O:7])([CH3:4])([CH3:2])[CH3:3]. The yield is 0.220. (3) The reactants are [Cl:1][C:2]1[CH:3]=[C:4]([Mg]Br)[CH:5]=[CH:6][CH:7]=1.Cl[C:11]1[N:16]=[C:15](Cl)[N:14]=[C:13]([Cl:18])[N:12]=1.[ClH:19]. The catalyst is C1COCC1.C1(C)C=CC=CC=1. The product is [Cl:18][C:13]1[N:12]=[C:11]([C:4]2[CH:5]=[CH:6][CH:7]=[C:2]([Cl:1])[CH:3]=2)[N:16]=[C:15]([C:2]2[CH:3]=[CH:4][CH:5]=[C:6]([Cl:19])[CH:7]=2)[N:14]=1. The yield is 0.370. (4) The reactants are [C:1](Cl)(=[O:4])[CH2:2][CH3:3].[NH2:6][C:7]1[CH:12]=[CH:11][N:10]=[C:9]([Br:13])[CH:8]=1.C(=O)([O-])[O-].[K+].[K+].O. The catalyst is CC(C)=O. The product is [Br:13][C:9]1[CH:8]=[C:7]([NH:6][C:1](=[O:4])[CH2:2][CH3:3])[CH:12]=[CH:11][N:10]=1. The yield is 0.670. (5) The reactants are [NH2:1][C:2]1[S:3][C:4]2[C:9]([N:10]=1)=[CH:8][CH:7]=[C:6]([O:11][C:12]1[CH:13]=[C:14]([NH:19][C:20](=[O:31])[C:21]3[CH:26]=[CH:25][CH:24]=[C:23]([C:27]([F:30])([F:29])[F:28])[CH:22]=3)[CH:15]=[CH:16][C:17]=1[CH3:18])[N:5]=2.[Cl:32][CH2:33][C:34](Cl)=[O:35].C(=O)([O-])O.[Na+]. The catalyst is CN(C)C=O. The product is [Cl:32][CH2:33][C:34]([NH:1][C:2]1[S:3][C:4]2[C:9]([N:10]=1)=[CH:8][CH:7]=[C:6]([O:11][C:12]1[CH:13]=[C:14]([NH:19][C:20](=[O:31])[C:21]3[CH:26]=[CH:25][CH:24]=[C:23]([C:27]([F:30])([F:29])[F:28])[CH:22]=3)[CH:15]=[CH:16][C:17]=1[CH3:18])[N:5]=2)=[O:35]. The yield is 0.930. (6) The catalyst is [Cl-].[Na+].O.C([O-])(=O)C.[Pd+2].C([O-])(=O)C.O.C1(C)C=CC=CC=1. The reactants are [F:1][C:2]([F:30])([F:29])[C:3]1[CH:4]=[C:5]([C@H:9]([O:11][C:12](=[O:28])[NH:13][C:14]2[N:15]([C:21]3[CH:26]=[CH:25][C:24](Br)=[CH:23][CH:22]=3)[N:16]=[N:17][C:18]=2[CH2:19][CH3:20])[CH3:10])[CH:6]=[CH:7][CH:8]=1.CC1(C)C(C)(C)OB([C:39]2[CH:44]=[CH:43][C:42]([C:45]3([C:48]([O:50][CH3:51])=[O:49])[CH2:47][CH2:46]3)=[CH:41][CH:40]=2)O1.C1(P(C2CCCCC2)C2C=CC=CC=2C2C(OC)=CC=CC=2OC)CCCCC1.[O-]P([O-])([O-])=O.[K+].[K+].[K+]. The product is [CH3:51][O:50][C:48]([C:45]1([C:42]2[CH:43]=[CH:44][C:39]([C:24]3[CH:25]=[CH:26][C:21]([N:15]4[C:14]([NH:13][C:12]([O:11][C@@H:9]([C:5]5[CH:6]=[CH:7][CH:8]=[C:3]([C:2]([F:30])([F:29])[F:1])[CH:4]=5)[CH3:10])=[O:28])=[C:18]([CH2:19][CH3:20])[N:17]=[N:16]4)=[CH:22][CH:23]=3)=[CH:40][CH:41]=2)[CH2:47][CH2:46]1)=[O:49]. The yield is 0.680. (7) The yield is 0.540. No catalyst specified. The product is [C:1]([NH:4][C:5]1[C:6]([N+:15]([O-:17])=[O:16])=[C:7]([CH:11]=[CH:12][C:13]=1[CH3:14])[C:8]([OH:10])=[O:9])(=[O:3])[CH3:2]. The reactants are [C:1]([NH:4][C:5]1[CH:6]=[C:7]([CH:11]=[CH:12][C:13]=1[CH3:14])[C:8]([OH:10])=[O:9])(=[O:3])[CH3:2].[N+:15]([O-])([OH:17])=[O:16].